Dataset: Full USPTO retrosynthesis dataset with 1.9M reactions from patents (1976-2016). Task: Predict the reactants needed to synthesize the given product. The reactants are: [F:1][C:2]([F:7])([F:6])[C:3]([OH:5])=[O:4].[CH2:8]([S:10]([N:13]1[CH2:18][CH2:17][CH:16]([C:19]2[C:27]3[C:22](=[C:23]([C:40]([NH2:42])=[O:41])[CH:24]=[C:25]([C:28]4[CH:29]=[N:30][N:31]([CH2:33][CH2:34][N:35]5[CH2:39][CH2:38][CH2:37][CH2:36]5)[CH:32]=4)[CH:26]=3)[NH:21][CH:20]=2)[CH2:15][CH2:14]1)(=[O:12])=[O:11])[CH3:9].N1CC[O:46]CC1.N1CCCC1. Given the product [F:1][C:2]([F:7])([F:6])[C:3]([OH:5])=[O:4].[CH2:8]([S:10]([N:13]1[CH2:14][CH2:15][CH:16]([C:19]2[C:27]3[C:22](=[C:23]([C:40]([NH2:42])=[O:41])[CH:24]=[C:25]([C:28]4[CH:29]=[N:30][N:31]([CH2:33][CH2:34][N:35]5[CH2:36][CH2:37][O:46][CH2:38][CH2:39]5)[CH:32]=4)[CH:26]=3)[NH:21][CH:20]=2)[CH2:17][CH2:18]1)(=[O:12])=[O:11])[CH3:9], predict the reactants needed to synthesize it.